This data is from Forward reaction prediction with 1.9M reactions from USPTO patents (1976-2016). The task is: Predict the product of the given reaction. Given the reactants [N+:1]([C:4]1[CH:17]=[CH:16][C:7]([CH2:8][N:9]2[CH2:14][CH2:13][NH:12][CH2:11][C:10]2=[O:15])=[C:6]([C:18]([F:21])([F:20])[F:19])[CH:5]=1)([O-:3])=[O:2].CO.[CH3:24]C(O)=O.[BH3-]C#N.[Na+].C([O-])(O)=O.[Na+], predict the reaction product. The product is: [CH3:24][N:12]1[CH2:13][CH2:14][N:9]([CH2:8][C:7]2[CH:16]=[CH:17][C:4]([N+:1]([O-:3])=[O:2])=[CH:5][C:6]=2[C:18]([F:21])([F:20])[F:19])[C:10](=[O:15])[CH2:11]1.